Dataset: Full USPTO retrosynthesis dataset with 1.9M reactions from patents (1976-2016). Task: Predict the reactants needed to synthesize the given product. (1) Given the product [NH:19]1[C:27]2[CH:26]=[CH:25][N:24]=[CH:23][C:22]=2[CH:21]=[C:20]1[CH2:28][N:29]1[CH2:34][CH2:33][N:32]([CH2:35][C:36]2[NH:44][C:43]3[CH:42]=[CH:41][N:40]=[CH:39][C:38]=3[CH:37]=2)[CH2:31][C:30]1=[O:52], predict the reactants needed to synthesize it. The reactants are: N12CCCN=C1CCCCC2.C(OC([N:19]1[C:27]2[CH:26]=[CH:25][N:24]=[CH:23][C:22]=2[CH:21]=[C:20]1[CH2:28][N:29]1[CH2:34][CH2:33][N:32]([CH2:35][C:36]#[C:37][C:38]2[CH:39]=[N:40][CH:41]=[CH:42][C:43]=2[NH:44]C(OC(C)(C)C)=O)[CH2:31][C:30]1=[O:52])=O)(C)(C)C. (2) Given the product [C:74]([O:78][C:79](=[O:83])[CH2:80][CH2:81][NH:82][C:29](=[O:31])[CH2:28][CH2:27][C:4]1[C:5]([CH3:26])=[CH:6][C:7]([C:9]2[N:13]=[C:12]([C:14]3[CH:19]=[C:18]([CH3:20])[N:17]=[C:16]([N:21]([CH:23]([CH3:24])[CH3:25])[CH3:22])[CH:15]=3)[O:11][N:10]=2)=[CH:8][C:3]=1[CH2:1][CH3:2])([CH3:77])([CH3:76])[CH3:75], predict the reactants needed to synthesize it. The reactants are: [CH2:1]([C:3]1[CH:8]=[C:7]([C:9]2[N:13]=[C:12]([C:14]3[CH:19]=[C:18]([CH3:20])[N:17]=[C:16]([N:21]([CH:23]([CH3:25])[CH3:24])[CH3:22])[CH:15]=3)[O:11][N:10]=2)[CH:6]=[C:5]([CH3:26])[C:4]=1[CH2:27][CH2:28][C:29]([OH:31])=O)[CH3:2].CCN(C(C)C)C(C)C.C1CN([P+](ON2N=NC3C=CC=CC2=3)(N2CCCC2)N2CCCC2)CC1.F[P-](F)(F)(F)(F)F.[C:74]([O:78][C:79](=[O:83])[CH2:80][CH2:81][NH2:82])([CH3:77])([CH3:76])[CH3:75]. (3) Given the product [NH:11]1[C:15]2[CH:16]=[CH:17][CH:18]=[CH:19][C:14]=2[N:13]=[C:12]1[C@H:8]([NH:9][C:10]([NH:33][C@H:31]([C:26]1[CH:27]=[CH:28][CH:29]=[CH:30][C:25]=1[O:24][CH3:23])[CH3:32])=[O:20])[CH2:7][C:6]1[CH:5]=[CH:4][C:3]([O:2][CH3:1])=[CH:22][CH:21]=1, predict the reactants needed to synthesize it. The reactants are: [CH3:1][O:2][C:3]1[CH:22]=[CH:21][C:6]([CH2:7][C@@H:8]2[C:12]3=[N:13][C:14]4[CH:19]=[CH:18][CH:17]=[CH:16][C:15]=4[N:11]3[C:10](=[O:20])[NH:9]2)=[CH:5][CH:4]=1.[CH3:23][O:24][C:25]1[CH:30]=[CH:29][CH:28]=[CH:27][C:26]=1[C@@H:31]([NH2:33])[CH3:32].C(O)(C(F)(F)F)=O. (4) Given the product [NH2:9][C:3]1[N:4]=[CH:5][N:6]=[C:7]([NH:10][CH2:11][CH2:12][CH:13]2[CH2:14][CH2:15][N:16]([C:19](=[O:21])[CH:42]=[CH2:43])[CH2:17][CH2:18]2)[C:2]=1[C:30]1[CH:31]=[CH:32][C:27]([O:26][C:33]2[CH:38]=[CH:37][CH:36]=[CH:35][CH:34]=2)=[CH:28][CH:29]=1, predict the reactants needed to synthesize it. The reactants are: Cl[C:2]1[C:3]([NH2:9])=[N:4][CH:5]=[N:6][C:7]=1Cl.[NH2:10][CH2:11][CH2:12][CH:13]1[CH2:18][CH2:17][N:16]([C:19]([O:21]C(C)(C)C)=O)[CH2:15][CH2:14]1.[O:26]([C:33]1[CH:38]=[CH:37][C:36](B(O)O)=[CH:35][CH:34]=1)[C:27]1[CH:32]=[CH:31][CH:30]=[CH:29][CH:28]=1.[C:42](Cl)(=O)[CH:43]=C. (5) Given the product [Cl:34][C:31]1[CH:32]=[CH:33][C:28]([C:26]2[S:27][C:21]3[C:20](=[O:35])[N:19]([C:16]4[CH:15]=[N:14][C:13]([N:10]5[CH2:11][CH2:12][C@@H:8]([NH:7][CH3:6])[CH2:9]5)=[CH:18][CH:17]=4)[CH2:24][CH2:23][C:22]=3[CH:25]=2)=[CH:29][CH:30]=1, predict the reactants needed to synthesize it. The reactants are: C(O[C:6](=O)[NH:7][C@@H:8]1[CH2:12][CH2:11][N:10]([C:13]2[CH:18]=[CH:17][C:16]([N:19]3[CH2:24][CH2:23][C:22]4[CH:25]=[C:26]([C:28]5[CH:33]=[CH:32][C:31]([Cl:34])=[CH:30][CH:29]=5)[S:27][C:21]=4[C:20]3=[O:35])=[CH:15][N:14]=2)[CH2:9]1)(C)(C)C.[H-].[Na+].IC. (6) Given the product [CH3:19][S:20]([O:1][CH2:2][CH2:3][CH2:4][C:5]1[CH:10]=[CH:9][CH:8]=[C:7]([O:11][S:20]([CH3:19])(=[O:22])=[O:21])[CH:6]=1)(=[O:22])=[O:21], predict the reactants needed to synthesize it. The reactants are: [OH:1][CH2:2][CH2:3][CH2:4][C:5]1[CH:6]=[C:7]([OH:11])[CH:8]=[CH:9][CH:10]=1.CCN(CC)CC.[CH3:19][S:20](Cl)(=[O:22])=[O:21]. (7) The reactants are: FC(F)(F)C(O)=O.C(OC(=O)[NH:14][CH:15]1[CH2:20][CH2:19][N:18]([CH:21]2[CH2:34][C:33]3[C:32]4[C:27](=[CH:28][CH:29]=[C:30]([O:35][CH3:36])[CH:31]=4)[N:26]=[CH:25][C:24]=3[O:23][CH2:22]2)[CH2:17][CH2:16]1)(C)(C)C. Given the product [CH3:36][O:35][C:30]1[CH:31]=[C:32]2[C:27](=[CH:28][CH:29]=1)[N:26]=[CH:25][C:24]1[O:23][CH2:22][CH:21]([N:18]3[CH2:17][CH2:16][CH:15]([NH2:14])[CH2:20][CH2:19]3)[CH2:34][C:33]2=1, predict the reactants needed to synthesize it. (8) Given the product [CH3:29][N:21]1[C:22]2[C:27](=[C:26]([CH3:28])[CH:25]=[CH:24][CH:23]=2)[CH:19]([CH2:18][N:11]2[C:12]3[CH:17]=[CH:16][CH:15]=[CH:14][C:13]=3[N:9]([CH:5]([CH2:6][O:7][CH3:8])[C:4]([CH3:31])([CH3:32])[C:3]([OH:33])=[O:2])[C:10]2=[O:30])[CH2:20]1, predict the reactants needed to synthesize it. The reactants are: C[O:2][C:3](=[O:33])[C:4]([CH3:32])([CH3:31])[CH:5]([N:9]1[C:13]2[CH:14]=[CH:15][CH:16]=[CH:17][C:12]=2[N:11]([CH2:18][CH:19]2[C:27]3[C:22](=[CH:23][CH:24]=[CH:25][C:26]=3[CH3:28])[N:21]([CH3:29])[CH2:20]2)[C:10]1=[O:30])[CH2:6][O:7][CH3:8]. (9) Given the product [Cl:1][C:2]1[CH:3]=[C:4]2[C:9](=[CH:10][CH:11]=1)[C:8](=[O:12])[N:7]([C:14]1[CH:19]=[N:18][CH:17]=[C:16]([CH:20]([NH:22][CH3:23])[CH3:21])[CH:15]=1)[CH2:6][CH2:5]2, predict the reactants needed to synthesize it. The reactants are: [Cl:1][C:2]1[CH:3]=[C:4]2[C:9](=[CH:10][CH:11]=1)[C:8](=[O:12])[NH:7][CH2:6][CH2:5]2.Br[C:14]1[CH:15]=[C:16]([CH:20]([NH:22][CH3:23])[CH3:21])[CH:17]=[N:18][CH:19]=1.[C@H]1(N)CCCC[C@@H]1N.C([O-])([O-])=O.[Cs+].[Cs+]. (10) The reactants are: [Br:1][C:2]1[CH:3]=[C:4]([CH:8]2[CH2:11][C:10](=O)[CH2:9]2)[CH:5]=[CH:6][CH:7]=1.[CH3:13][O:14][C:15](=[O:36])[CH:16]=P(C1C=CC=CC=1)(C1C=CC=CC=1)C1C=CC=CC=1. Given the product [CH3:13][O:14][C:15](=[O:36])[CH:16]=[C:10]1[CH2:11][CH:8]([C:4]2[CH:5]=[CH:6][CH:7]=[C:2]([Br:1])[CH:3]=2)[CH2:9]1, predict the reactants needed to synthesize it.